This data is from Peptide-MHC class I binding affinity with 185,985 pairs from IEDB/IMGT. The task is: Regression. Given a peptide amino acid sequence and an MHC pseudo amino acid sequence, predict their binding affinity value. This is MHC class I binding data. (1) The peptide sequence is SVAWSASACH. The MHC is HLA-A68:01 with pseudo-sequence HLA-A68:01. The binding affinity (normalized) is 0.422. (2) The peptide sequence is SIQRRTLDLL. The MHC is H-2-Db with pseudo-sequence H-2-Db. The binding affinity (normalized) is 0.108. (3) The peptide sequence is IVPDADPPI. The MHC is HLA-A02:02 with pseudo-sequence HLA-A02:02. The binding affinity (normalized) is 0.211. (4) The peptide sequence is ETIQKDINI. The MHC is HLA-A02:06 with pseudo-sequence HLA-A02:06. The binding affinity (normalized) is 0.0332. (5) The peptide sequence is FNYLFGGFS. The MHC is HLA-A02:01 with pseudo-sequence HLA-A02:01. The binding affinity (normalized) is 0.